From a dataset of Reaction yield outcomes from USPTO patents with 853,638 reactions. Predict the reaction yield, written as a fraction of the theoretical maximum amount of product (1.0 means a 100% yield; for example, 0.34 means a 34% yield). (1) The reactants are [F:1][C:2]([F:15])([F:14])[CH2:3][O:4][C:5]1[CH:10]=[CH:9][C:8]([C:11](=O)[CH3:12])=[CH:7][CH:6]=1.[CH3:16][C:17]([S@:20]([NH2:22])=[O:21])([CH3:19])[CH3:18]. No catalyst specified. The product is [CH3:16][C:17]([S@:20]([NH:22][CH:11]([C:8]1[CH:9]=[CH:10][C:5]([O:4][CH2:3][C:2]([F:15])([F:14])[F:1])=[CH:6][CH:7]=1)[CH3:12])=[O:21])([CH3:19])[CH3:18]. The yield is 0.760. (2) The reactants are Cl[C:2]1[CH:7]=[C:6](Cl)[N:5]=[CH:4][N:3]=1.[C:9]1(B(O)O)[CH:14]=[CH:13][CH:12]=[CH:11][CH:10]=1.C(=O)([O-])[O-].[Na+].[Na+]. The catalyst is C1C=CC(P(C2C=CC=CC=2)C2C=CC=CC=2)=CC=1.C1C=CC(P(C2C=CC=CC=2)C2C=CC=CC=2)=CC=1.Cl[Pd]Cl.O.C(#N)C. The product is [C:9]1([C:2]2[CH:7]=[C:6]([C:9]3[CH:14]=[CH:13][CH:12]=[CH:11][CH:10]=3)[N:5]=[CH:4][N:3]=2)[CH:14]=[CH:13][CH:12]=[CH:11][CH:10]=1. The yield is 0.380. (3) The reactants are [CH3:1][C:2]1[C:6]2[C:7](=[O:19])[N:8]([CH2:11][CH2:12][N:13]3[CH2:18][CH2:17][CH2:16][CH2:15][CH2:14]3)[CH2:9][CH2:10][C:5]=2[NH:4][C:3]=1[CH:20]=O.[CH3:22][O:23][C:24]1[CH:32]=[C:31]2[C:27]([CH2:28][C:29](=[O:33])[NH:30]2)=[CH:26][CH:25]=1. No catalyst specified. The product is [CH3:22][O:23][C:24]1[CH:32]=[C:31]2[C:27]([C:28](=[CH:20][C:3]3[NH:4][C:5]4[CH2:10][CH2:9][N:8]([CH2:11][CH2:12][N:13]5[CH2:14][CH2:15][CH2:16][CH2:17][CH2:18]5)[C:7](=[O:19])[C:6]=4[C:2]=3[CH3:1])[C:29](=[O:33])[NH:30]2)=[CH:26][CH:25]=1. The yield is 0.618. (4) The reactants are [CH3:1][O:2][C:3]1[CH:8]=[CH:7][C:6]([CH2:9][C:10]([O:12][CH2:13][C:14]([C:16]2[CH:21]=[CH:20][C:19]([O:22][CH2:23][C:24]3[CH:29]=[CH:28][CH:27]=[CH:26][CH:25]=3)=[CH:18][CH:17]=2)=O)=[O:11])=[CH:5][CH:4]=1.[H-].[Na+]. The catalyst is CN(C=O)C. The product is [CH2:23]([O:22][C:19]1[CH:20]=[CH:21][C:16]([C:14]2[CH2:13][O:12][C:10](=[O:11])[C:9]=2[C:6]2[CH:7]=[CH:8][C:3]([O:2][CH3:1])=[CH:4][CH:5]=2)=[CH:17][CH:18]=1)[C:24]1[CH:29]=[CH:28][CH:27]=[CH:26][CH:25]=1. The yield is 0.840.